From a dataset of Reaction yield outcomes from USPTO patents with 853,638 reactions. Predict the reaction yield, written as a fraction of the theoretical maximum amount of product (1.0 means a 100% yield; for example, 0.34 means a 34% yield). (1) The reactants are NCCOCCN[C:8](=[O:14])[O:9][C:10]([CH3:13])([CH3:12])[CH3:11].[C:15]([O:22][CH3:23])(=[O:21])/[CH:16]=[CH:17]/[C:18]([O-:20])=O.CCN=C=NC[CH2:30][CH2:31][N:32](C)C.[CH3:35][CH2:36][O:37]C(C)=O. The catalyst is CC#N. The product is [C:10]([O:9][C:8]([CH2:35][CH2:36][O:37][CH2:30][CH2:31][NH:32][C:18](=[O:20])/[CH:17]=[CH:16]/[C:15]([O:22][CH3:23])=[O:21])=[O:14])([CH3:11])([CH3:12])[CH3:13]. The yield is 0.640. (2) The reactants are [H-].[Na+].[C:3]1([OH:9])[CH:8]=[CH:7][CH:6]=[CH:5][CH:4]=1.Br[CH:11]([CH3:17])[C:12]([O:14][CH2:15][CH3:16])=[O:13]. The catalyst is CN(C=O)C. The product is [O:9]([CH:11]([CH3:17])[C:12]([O:14][CH2:15][CH3:16])=[O:13])[C:3]1[CH:8]=[CH:7][CH:6]=[CH:5][CH:4]=1. The yield is 0.857. (3) The reactants are [F:1][C:2]1[CH:3]=[C:4]([CH:8]=[CH:9][C:10]=1[OH:11])[C:5]([OH:7])=O.[CH2:12]1[C@H:21]2[C@H:16]([CH2:17][CH2:18][C:19]3[CH:25]=[CH:24][CH:23]=[CH:22][C:20]=32)[NH:15][CH2:14][CH2:13]1.F[P-](F)(F)(F)(F)F.N1(OC(N(C)C)=[N+](C)C)C2N=CC=CC=2N=N1. No catalyst specified. The product is [F:1][C:2]1[CH:3]=[C:4]([C:5]([N:15]2[C@@H:16]3[C@@H:21]([C:20]4[CH:22]=[CH:23][CH:24]=[CH:25][C:19]=4[CH2:18][CH2:17]3)[CH2:12][CH2:13][CH2:14]2)=[O:7])[CH:8]=[CH:9][C:10]=1[OH:11]. The yield is 0.400. (4) The reactants are [CH:1]1([N:4]2[CH2:9][CH2:8][C:7]([S:17]([C:20]3[CH:25]=[CH:24][C:23]([C:26]4[CH:31]=[CH:30][C:29]([O:32][C:33]([F:38])([F:37])[CH:34]([F:36])[F:35])=[CH:28][CH:27]=4)=[CH:22][CH:21]=3)(=[O:19])=[O:18])([C:10]([O:12][C:13]([CH3:16])([CH3:15])[CH3:14])=[O:11])[CH2:6][CH2:5]2)[CH2:3][CH2:2]1. The catalyst is Cl.O1CCOCC1. The product is [CH2:1]([N:4]1[CH2:5][CH2:6][C:7]([S:17]([C:20]2[CH:25]=[CH:24][C:23]([C:26]3[CH:31]=[CH:30][C:29]([O:32][C:33]([F:37])([F:38])[CH:34]([F:35])[F:36])=[CH:28][CH:27]=3)=[CH:22][CH:21]=2)(=[O:19])=[O:18])([C:10]([O:12][C:13]([CH3:15])([CH3:14])[CH3:16])=[O:11])[CH2:8][CH2:9]1)[C:2]1[CH:3]=[CH:8][CH:7]=[CH:6][CH:5]=1. The yield is 1.00. (5) The reactants are [CH3:1][CH2:2][C:3]1[CH:4]=[CH:5][C:6]([C:9]([CH:11]([CH2:13][N:14]2[CH2:19][CH2:18][CH2:17][CH2:16][CH2:15]2)[CH3:12])=[O:10])=[CH:7][CH:8]=1.C(=O)=O.[CH3:23][S:24]([OH:27])(=[O:26])=[O:25]. The yield is 0.530. The product is [CH3:1][CH2:2][C:3]1[CH:8]=[CH:7][C:6]([C:9]([CH:11]([CH2:13][N:14]2[CH2:19][CH2:18][CH2:17][CH2:16][CH2:15]2)[CH3:12])=[O:10])=[CH:5][CH:4]=1.[S:24]([O-:27])(=[O:26])(=[O:25])[CH3:23]. The catalyst is C(OCC)C. (6) The product is [CH2:17]([N:1]([C@@H:2]1[CH2:7][CH2:6][C@H:5]([C:8]([O:10][CH2:8][C:5]2[CH:6]=[CH:7][CH:2]=[CH:3][CH:4]=2)=[O:9])[CH2:4][CH2:3]1)[CH2:17][C:18]1[CH:23]=[CH:22][CH:21]=[CH:20][CH:19]=1)[C:18]1[CH:23]=[CH:22][CH:21]=[CH:20][CH:19]=1. The catalyst is C(#N)C. The reactants are [NH2:1][C@@H:2]1[CH2:7][CH2:6][C@H:5]([C:8]([OH:10])=[O:9])[CH2:4][CH2:3]1.C(=O)([O-])[O-].[K+].[K+].[CH2:17](Br)[C:18]1[CH:23]=[CH:22][CH:21]=[CH:20][CH:19]=1. The yield is 0.510. (7) The reactants are [CH3:1][C@@:2]1([OH:21])[CH2:7][CH2:6][C@H:5]2[C@H:8]3[C@H:18]([CH2:19][CH2:20][C@:3]12[CH3:4])[C@:16]1([CH3:17])[CH:11]([CH2:12][CH:13]=[CH:14][CH2:15]1)[CH2:10][CH2:9]3.C1C=C(Cl)C=C(C(OO)=[O:30])C=1. The catalyst is ClCCl. The product is [CH3:1][C@@:2]1([OH:21])[CH2:7][CH2:6][C@H:5]2[C@H:8]3[C@H:18]([CH2:19][CH2:20][C@:3]12[CH3:4])[C@:16]1([CH3:17])[CH:11]([CH2:12][C@@H:13]2[O:30][C@@H:14]2[CH2:15]1)[CH2:10][CH2:9]3. The yield is 0.910. (8) The reactants are [O:1]1[C:5]2[CH:6]=[CH:7][CH:8]=[CH:9][C:4]=2[CH:3]=[C:2]1[C:10]([CH:12]1[CH2:17][CH2:16][CH2:15][CH2:14][N:13]1C(OC(C)(C)C)=O)=[O:11]. The catalyst is FC(F)(F)C(O)=O.ClCCl. The product is [O:1]1[C:5]2[CH:6]=[CH:7][CH:8]=[CH:9][C:4]=2[CH:3]=[C:2]1[C:10]([CH:12]1[CH2:17][CH2:16][CH2:15][CH2:14][NH:13]1)=[O:11]. The yield is 0.990. (9) The reactants are [Cl:1][C:2]1[CH:9]=[CH:8][CH:7]=[C:6]([CH3:10])[C:3]=1[CH:4]=[O:5].P([O-])([O-])([O-])=[O:12].[Na+].[Na+].[Na+].OO.Cl([O-])=O.[Na+].S(=O)(O)[O-].[Na+]. The catalyst is O.C(#N)C. The product is [Cl:1][C:2]1[CH:9]=[CH:8][CH:7]=[C:6]([CH3:10])[C:3]=1[C:4]([OH:12])=[O:5]. The yield is 0.650. (10) The catalyst is O1CCCC1. The product is [CH2:14]([NH:13][CH2:12][CH2:11][NH:10][C:6]1[CH:5]=[C:4]2[C:9](=[CH:8][CH:7]=1)[NH:1][N:2]=[CH:3]2)[C:15]1[CH:16]=[CH:17][CH:18]=[CH:19][CH:20]=1. The yield is 0.430. The reactants are [NH:1]1[C:9]2[C:4](=[CH:5][C:6]([NH:10][C:11](=O)[CH2:12][NH:13][CH2:14][C:15]3[CH:20]=[CH:19][CH:18]=[CH:17][CH:16]=3)=[CH:7][CH:8]=2)[CH:3]=[N:2]1.Cl.C(=O)([O-])O.[Na+].